From a dataset of Reaction yield outcomes from USPTO patents with 853,638 reactions. Predict the reaction yield, written as a fraction of the theoretical maximum amount of product (1.0 means a 100% yield; for example, 0.34 means a 34% yield). (1) The reactants are [Cl:1][C:2]1[CH:3]=[C:4]([CH:13]=[CH:14][CH:15]=1)[CH2:5][C:6]1[N:11]=[CH:10][C:9]([NH2:12])=[CH:8][N:7]=1.C(O[CH:19]=[C:20]([C:26]([O:28][CH2:29][CH3:30])=[O:27])[C:21]([O:23][CH2:24][CH3:25])=[O:22])C. No catalyst specified. The product is [CH2:24]([O:23][C:21](=[O:22])[C:20](=[CH:19][NH:12][C:9]1[CH:10]=[N:11][C:6]([CH2:5][C:4]2[CH:13]=[CH:14][CH:15]=[C:2]([Cl:1])[CH:3]=2)=[N:7][CH:8]=1)[C:26]([O:28][CH2:29][CH3:30])=[O:27])[CH3:25]. The yield is 1.00. (2) The reactants are CO[C:3](=[O:28])[C:4]1[CH:9]=[CH:8][C:7]([O:10][CH2:11][C:12]2[C:13]([C:21]3[CH:26]=[CH:25][C:24]([F:27])=[CH:23][CH:22]=3)=[N:14][O:15][C:16]=2[C:17]([F:20])([F:19])[F:18])=[N:6][CH:5]=1.COC(=O)C1C=CC(OCC2C(C3C=CC=CC=3)=NOC=2C(F)(F)F)=[N:34][CH:33]=1. No catalyst specified. The product is [F:27][C:24]1[CH:25]=[CH:26][C:21]([C:13]2[C:12]([CH2:11][O:10][C:7]3[CH:8]=[CH:9][C:4]([C:3]([NH:34][CH3:33])=[O:28])=[CH:5][N:6]=3)=[C:16]([C:17]([F:18])([F:20])[F:19])[O:15][N:14]=2)=[CH:22][CH:23]=1. The yield is 0.660. (3) The reactants are [CH3:1][NH:2][CH2:3][C:4]([CH3:17])([O:6][C:7]1[CH:16]=[CH:15][C:10]([C:11]([O:13][CH3:14])=[O:12])=[CH:9][CH:8]=1)[CH3:5].[F:18][C:19]1[CH:24]=[CH:23][CH:22]=[CH:21][C:20]=1[NH:25][C:26](=[O:40])[NH:27][C:28]1[CH:33]=[CH:32][C:31]([CH2:34][C:35](O)=[O:36])=[CH:30][C:29]=1[O:38][CH3:39].C(Cl)CCl.O. The catalyst is CN(C1C=CN=CC=1)C.CN(C=O)C. The product is [F:18][C:19]1[CH:24]=[CH:23][CH:22]=[CH:21][C:20]=1[NH:25][C:26](=[O:40])[NH:27][C:28]1[CH:33]=[CH:32][C:31]([CH2:34][C:35]([CH2:1][NH:2][CH2:3][C:4]([CH3:17])([O:6][C:7]2[CH:16]=[CH:15][C:10]([C:11]([O:13][CH3:14])=[O:12])=[CH:9][CH:8]=2)[CH3:5])=[O:36])=[CH:30][C:29]=1[O:38][CH3:39]. The yield is 0.441. (4) The reactants are [CH3:1][O:2][C:3]([C:5]1[S:6][C:7]([C:27]2[CH2:32][CH2:31][CH2:30][CH2:29][CH:28]=2)=[CH:8][C:9]=1[N:10]([C@H:20]1[CH2:25][CH2:24][C@H:23]([OH:26])[CH2:22][CH2:21]1)[C:11]([C@H:13]1[CH2:18][CH2:17][C@H:16]([CH3:19])[CH2:15][CH2:14]1)=[O:12])=[O:4].I[CH3:34].[H-].[Na+]. The catalyst is CN(C=O)C. The product is [CH3:1][O:2][C:3]([C:5]1[S:6][C:7]([C:27]2[CH2:32][CH2:31][CH2:30][CH2:29][CH:28]=2)=[CH:8][C:9]=1[N:10]([C@H:20]1[CH2:25][CH2:24][C@H:23]([O:26][CH3:34])[CH2:22][CH2:21]1)[C:11]([C@H:13]1[CH2:14][CH2:15][C@H:16]([CH3:19])[CH2:17][CH2:18]1)=[O:12])=[O:4]. The yield is 0.830. (5) The reactants are [Cl:1][C:2]1[CH:7]=[CH:6][C:5]([C@@H:8]2[CH2:13][N:12]([CH2:14][C:15]3[CH:20]=[CH:19][CH:18]=[CH:17][CH:16]=3)[CH2:11][CH2:10][N:9]2CC=C)=[CH:4][CH:3]=1.C(O)C. The catalyst is [Rh](Cl)(Cl)Cl.C1(P(C2C=CC=CC=2)C2C=CC=CC=2)C=CC=CC=1.C1(P(C2C=CC=CC=2)C2C=CC=CC=2)C=CC=CC=1.C1(P(C2C=CC=CC=2)C2C=CC=CC=2)C=CC=CC=1.O. The product is [ClH:1].[ClH:1].[Cl:1][C:2]1[CH:3]=[CH:4][C:5]([C@H:8]2[NH:9][CH2:10][CH2:11][N:12]([CH2:14][C:15]3[CH:16]=[CH:17][CH:18]=[CH:19][CH:20]=3)[CH2:13]2)=[CH:6][CH:7]=1. The yield is 0.440. (6) The reactants are [CH2:1]([O:8][N:9]1[C:15](=[O:16])[N:14]2[CH2:17][C@H:10]1[CH2:11][CH2:12][C@H:13]2[C:18]([OH:20])=O)[C:2]1[CH:7]=[CH:6][CH:5]=[CH:4][CH:3]=1.[NH2:21][O:22][CH2:23][CH2:24][C:25]1[CH:30]=[CH:29][CH:28]=[CH:27][N:26]=1.ON1C2C=CC=CC=2N=N1.Cl.C(N=C=NCCCN(C)C)C. The catalyst is C(Cl)Cl. The product is [CH2:1]([O:8][N:9]1[C:15](=[O:16])[N:14]2[CH2:17][C@H:10]1[CH2:11][CH2:12][C@H:13]2[C:18]([NH:21][O:22][CH2:23][CH2:24][C:25]1[CH:30]=[CH:29][CH:28]=[CH:27][N:26]=1)=[O:20])[C:2]1[CH:3]=[CH:4][CH:5]=[CH:6][CH:7]=1. The yield is 0.910. (7) The product is [CH3:24][N:8]([C:9]1([CH3:23])[CH2:10][NH:11][CH2:12]1)[C:6](=[O:7])[O:5][C:1]([CH3:4])([CH3:2])[CH3:3]. The yield is 0.460. The catalyst is CO.[Pd]. The reactants are [C:1]([O:5][C:6]([N:8]([CH3:24])[C:9]1([CH3:23])[CH2:12][N:11](C(OCC2C=CC=CC=2)=O)[CH2:10]1)=[O:7])([CH3:4])([CH3:3])[CH3:2].[H][H].